Dataset: Full USPTO retrosynthesis dataset with 1.9M reactions from patents (1976-2016). Task: Predict the reactants needed to synthesize the given product. Given the product [CH2:11]([O:18][C:19]1[C:20]([C:5]2[CH:6]=[CH:7][C:2]([OH:1])=[CH:3][CH:4]=2)=[CH:21][C:22]([C:23]([O:25][CH3:26])=[O:24])=[CH:27][CH:28]=1)[C:12]1[CH:17]=[CH:16][CH:15]=[CH:14][CH:13]=1, predict the reactants needed to synthesize it. The reactants are: [OH:1][C:2]1[CH:7]=[CH:6][C:5](B(O)O)=[CH:4][CH:3]=1.[CH2:11]([O:18][C:19]1[CH:28]=[CH:27][C:22]([C:23]([O:25][CH3:26])=[O:24])=[CH:21][C:20]=1Br)[C:12]1[CH:17]=[CH:16][CH:15]=[CH:14][CH:13]=1.C(=O)([O-])[O-].[Cs+].[Cs+].CO.